From a dataset of Reaction yield outcomes from USPTO patents with 853,638 reactions. Predict the reaction yield, written as a fraction of the theoretical maximum amount of product (1.0 means a 100% yield; for example, 0.34 means a 34% yield). (1) The product is [N:17]1[CH:16]=[CH:15][C:14]([O:13][C:12]2[CH:20]=[CH:21][C:9]([OH:8])=[CH:10][CH:11]=2)=[CH:19][CH:18]=1. The yield is 0.950. The reactants are C([O:8][C:9]1[CH:21]=[CH:20][C:12]([O:13][C:14]2[CH:19]=[CH:18][N:17]=[CH:16][CH:15]=2)=[CH:11][CH:10]=1)C1C=CC=CC=1.C1COCC1. The catalyst is [Pd].CCO. (2) The reactants are N[C@@H](C1C=CC(N[S:11]([CH3:14])(=[O:13])=[O:12])=C(C)C=1)C.[CH3:16][O:17][C:18]1[CH:19]=[C:20]2[C:25](=[CH:26][CH:27]=1)[CH:24]=[C:23]([C:28]([OH:30])=O)[CH:22]=[CH:21]2.Cl.C[N:33](C)[CH2:34][CH2:35][CH2:36][N:37]=C=NCC.O.ON1[C:49]2[CH:50]=[CH:51]C=[CH:53][C:48]=2N=N1.[CH:54](N(CC)C(C)C)(C)C.C([O-])(O)=O.[Na+]. The catalyst is CN(C=O)C.CN(C)C1C=CN=CC=1. The product is [CH3:14][S:11]([C:49]1[CH:50]=[CH:51][C:35]([C@H:36]([NH:37][C:28]([C:23]2[CH:22]=[CH:21][C:20]3[C:25](=[CH:26][CH:27]=[C:18]([O:17][CH3:16])[CH:19]=3)[CH:24]=2)=[O:30])[CH3:54])=[C:34]([NH2:33])[C:48]=1[CH3:53])(=[O:13])=[O:12]. The yield is 0.600. (3) The reactants are [CH3:1][S:2]([C:5]1[CH:10]=[CH:9][C:8]([N:11]2[C:15]3=[N:16][CH:17]=[N:18][C:19]([NH:20][CH:21]4[CH2:26][CH2:25][NH:24][CH2:23][CH2:22]4)=[C:14]3[CH:13]=[N:12]2)=[CH:7][CH:6]=1)(=[O:4])=[O:3].BrC1C=[C:32]([C:34]([F:37])([F:36])[F:35])[CH:31]=[CH:30]N=1.C(=O)([O-])[O-].[K+].[K+].[CH3:44][N:45]([CH:47]=O)C. No catalyst specified. The product is [CH3:1][S:2]([C:5]1[CH:10]=[CH:9][C:8]([N:11]2[C:15]3=[N:16][CH:17]=[N:18][C:19]([NH:20][CH:21]4[CH2:26][CH2:25][N:24]([C:44]5[CH:30]=[CH:31][C:32]([C:34]([F:37])([F:36])[F:35])=[CH:47][N:45]=5)[CH2:23][CH2:22]4)=[C:14]3[CH:13]=[N:12]2)=[CH:7][CH:6]=1)(=[O:3])=[O:4]. The yield is 0.320. (4) The reactants are Br[C:2]1[C:6]2[N:7]=[C:8]([NH2:11])[N:9]=[CH:10][C:5]=2[S:4][CH:3]=1.B([C:15]1[CH:16]=[C:17]([CH:21]=[CH:22][CH:23]=1)[C:18]([OH:20])=[O:19])(O)O. No catalyst specified. The product is [NH2:11][C:8]1[N:9]=[CH:10][C:5]2[S:4][CH:3]=[C:2]([C:15]3[CH:16]=[C:17]([CH:21]=[CH:22][CH:23]=3)[C:18]([OH:20])=[O:19])[C:6]=2[N:7]=1. The yield is 0.560.